From a dataset of Full USPTO retrosynthesis dataset with 1.9M reactions from patents (1976-2016). Predict the reactants needed to synthesize the given product. (1) Given the product [NH2:18][C@@:8]([C:4]1[CH:5]=[CH:6][CH:7]=[C:2]([Br:1])[CH:3]=1)([CH2:9][F:10])[CH2:11][C@H:12]([OH:17])[C:13]([F:15])([F:16])[F:14], predict the reactants needed to synthesize it. The reactants are: [Br:1][C:2]1[CH:3]=[C:4]([C@@:8]([NH:18][S@@](C(C)(C)C)=O)([CH2:11][C@H:12]([OH:17])[C:13]([F:16])([F:15])[F:14])[CH2:9][F:10])[CH:5]=[CH:6][CH:7]=1.O1CCOCC1.[OH-].[Na+]. (2) Given the product [Cl:35][CH:14]([C:16]1[CH:21]=[CH:20][C:19]([F:22])=[CH:18][C:17]=1[F:23])[C:13]1[N:12]([CH3:24])[N:11]=[C:10]([CH3:25])[C:9]=1[C:3]1[CH:4]=[CH:5][C:6]([F:8])=[CH:7][C:2]=1[Cl:1], predict the reactants needed to synthesize it. The reactants are: [Cl:1][C:2]1[CH:7]=[C:6]([F:8])[CH:5]=[CH:4][C:3]=1[C:9]1[C:10]([CH3:25])=[N:11][N:12]([CH3:24])[C:13]=1[CH:14]([C:16]1[CH:21]=[CH:20][C:19]([F:22])=[CH:18][C:17]=1[F:23])O.C(N(CC)CC)C.S(Cl)([Cl:35])=O. (3) Given the product [Br:1][C:2]1[CH:3]=[CH:4][C:5]([C:6]([NH:45][C:46]2[CH:51]=[CH:50][C:49]([OH:52])=[CH:48][CH:47]=2)=[O:8])=[CH:9][CH:10]=1, predict the reactants needed to synthesize it. The reactants are: [Br:1][C:2]1[CH:10]=[CH:9][C:5]([C:6]([OH:8])=O)=[CH:4][CH:3]=1.CN1CCOCC1.F[P-](F)(F)(F)(F)F.N1(O[P+](N(C)C)(N(C)C)N(C)C)C2C=CC=CC=2N=N1.[NH2:45][C:46]1[CH:51]=[CH:50][C:49]([OH:52])=[CH:48][CH:47]=1. (4) Given the product [CH3:1][O:2][CH2:3][CH2:4][O:5][CH2:6][O:7][C@@H:8]1[CH2:14][CH2:13][CH2:12][CH2:11][O:10][CH2:9]1, predict the reactants needed to synthesize it. The reactants are: [CH3:1][O:2][CH2:3][CH2:4][O:5][CH2:6][O:7][C@@H:8]1[CH2:14][CH:13]=[CH:12][CH2:11][O:10][CH2:9]1. (5) Given the product [NH2:8][C:9]1[C:10]([C:16]([O:18][CH3:19])=[O:17])=[N:11][C:12]([CH3:15])=[CH:13][CH:14]=1, predict the reactants needed to synthesize it. The reactants are: CC(OC([NH:8][C:9]1[C:10]([C:16]([O:18][CH3:19])=[O:17])=[N:11][C:12]([CH3:15])=[CH:13][CH:14]=1)=O)(C)C.C(O)(C(F)(F)F)=O.